This data is from NCI-60 drug combinations with 297,098 pairs across 59 cell lines. The task is: Regression. Given two drug SMILES strings and cell line genomic features, predict the synergy score measuring deviation from expected non-interaction effect. (1) Drug 1: CCN(CC)CCNC(=O)C1=C(NC(=C1C)C=C2C3=C(C=CC(=C3)F)NC2=O)C. Drug 2: CC12CCC3C(C1CCC2OP(=O)(O)O)CCC4=C3C=CC(=C4)OC(=O)N(CCCl)CCCl.[Na+]. Cell line: HCT116. Synergy scores: CSS=12.9, Synergy_ZIP=-8.34, Synergy_Bliss=-8.70, Synergy_Loewe=-16.7, Synergy_HSA=-13.7. (2) Drug 1: C1C(C(OC1N2C=C(C(=O)NC2=O)F)CO)O. Drug 2: C1CN1C2=NC(=NC(=N2)N3CC3)N4CC4. Cell line: UACC-257. Synergy scores: CSS=16.0, Synergy_ZIP=-3.48, Synergy_Bliss=-0.571, Synergy_Loewe=-0.753, Synergy_HSA=-0.604. (3) Drug 1: CC1=C2C(C(=O)C3(C(CC4C(C3C(C(C2(C)C)(CC1OC(=O)C(C(C5=CC=CC=C5)NC(=O)C6=CC=CC=C6)O)O)OC(=O)C7=CC=CC=C7)(CO4)OC(=O)C)O)C)OC(=O)C. Drug 2: CC(C)CN1C=NC2=C1C3=CC=CC=C3N=C2N. Cell line: UO-31. Synergy scores: CSS=10.1, Synergy_ZIP=-3.19, Synergy_Bliss=-3.43, Synergy_Loewe=-1.05, Synergy_HSA=-2.77. (4) Drug 1: C1=CC(=CC=C1CC(C(=O)O)N)N(CCCl)CCCl.Cl. Drug 2: C1CCC(C(C1)N)N.C(=O)(C(=O)[O-])[O-].[Pt+4]. Cell line: HL-60(TB). Synergy scores: CSS=45.5, Synergy_ZIP=0.853, Synergy_Bliss=1.08, Synergy_Loewe=-5.52, Synergy_HSA=0.791. (5) Drug 1: CC1CCC2CC(C(=CC=CC=CC(CC(C(=O)C(C(C(=CC(C(=O)CC(OC(=O)C3CCCCN3C(=O)C(=O)C1(O2)O)C(C)CC4CCC(C(C4)OC)O)C)C)O)OC)C)C)C)OC. Drug 2: CNC(=O)C1=NC=CC(=C1)OC2=CC=C(C=C2)NC(=O)NC3=CC(=C(C=C3)Cl)C(F)(F)F. Cell line: PC-3. Synergy scores: CSS=8.23, Synergy_ZIP=2.03, Synergy_Bliss=3.90, Synergy_Loewe=4.90, Synergy_HSA=4.37.